Dataset: Full USPTO retrosynthesis dataset with 1.9M reactions from patents (1976-2016). Task: Predict the reactants needed to synthesize the given product. Given the product [CH3:12][NH:11][C:10]1[CH:9]=[CH:8][C:7]([CH:4]2[CH2:5][CH2:6][O:1][CH2:2][CH2:3]2)=[CH:14][CH:13]=1, predict the reactants needed to synthesize it. The reactants are: [O:1]1[CH2:6][CH:5]=[C:4]([C:7]2[CH:14]=[CH:13][C:10]([NH:11][CH3:12])=[CH:9][CH:8]=2)[CH2:3][CH2:2]1.